Task: Predict the product of the given reaction.. Dataset: Forward reaction prediction with 1.9M reactions from USPTO patents (1976-2016) (1) The product is: [Cl:25][C:26]1[CH:31]=[CH:30][C:29]([NH:32][C:33]([NH:24][C:20]2[CH:21]=[CH:22][CH:23]=[C:18]([C:9]3[N:8]([C:18]4[CH:19]=[CH:20][CH:21]=[CH:22][CH:23]=4)[N:7]=[CH:11][C:10]=3[C:12]3[CH:13]=[CH:14][N:15]=[CH:16][CH:17]=3)[CH:19]=2)=[O:34])=[CH:28][C:27]=1[C:35]([F:36])([F:37])[F:38]. Given the reactants C1([N:7]2[CH:11]=[C:10]([C:12]3[CH:17]=[CH:16][N:15]=[CH:14][CH:13]=3)[C:9]([C:18]3[CH:19]=[C:20]([NH2:24])[CH:21]=[CH:22][CH:23]=3)=[N:8]2)C=CC=CC=1.[Cl:25][C:26]1[CH:31]=[CH:30][C:29]([N:32]=[C:33]=[O:34])=[CH:28][C:27]=1[C:35]([F:38])([F:37])[F:36], predict the reaction product. (2) Given the reactants [F:1][C:2]1[CH:10]=[C:9]2[C:5](/[C:6](=[C:12]3\[O:13][CH2:14][C:15]([C:17]4[CH:21]=[CH:20][N:19]([Si](C(C)C)(C(C)C)C(C)C)[CH:18]=4)=[CH:16]\3)/[C:7](=[O:11])[NH:8]2)=[CH:4][CH:3]=1, predict the reaction product. The product is: [F:1][C:2]1[CH:10]=[C:9]2[C:5](/[C:6](=[C:12]3\[O:13][CH2:14][C:15]([C:17]4[CH:21]=[CH:20][NH:19][CH:18]=4)=[CH:16]\3)/[C:7](=[O:11])[NH:8]2)=[CH:4][CH:3]=1. (3) Given the reactants [Br:1][C:2]1[CH:7]=[CH:6][C:5]([S:8](Cl)(=[O:10])=[O:9])=[C:4]([O:12][C:13]([F:16])([F:15])[F:14])[CH:3]=1.[CH2:17]([NH:19][CH2:20][CH3:21])[CH3:18], predict the reaction product. The product is: [Br:1][C:2]1[CH:7]=[CH:6][C:5]([S:8]([N:19]([CH2:20][CH3:21])[CH2:17][CH3:18])(=[O:10])=[O:9])=[C:4]([O:12][C:13]([F:16])([F:15])[F:14])[CH:3]=1. (4) Given the reactants [NH2:1][C:2]1[NH:7][C:6](=[O:8])[N:5]([CH2:9][CH2:10][SH:11])[C:4](=[O:12])[CH:3]=1.Cl.[CH2:14]([C:16]1[CH:17]=[C:18]([CH:20]=[CH:21][C:22]=1[CH3:23])N)[CH3:15].C(N(CC)C(C)C)(C)C, predict the reaction product. The product is: [CH2:14]([C:16]1[CH:17]=[C:18]([NH:1][C:2]2[NH:7][C:6](=[O:8])[N:5]([CH2:9][CH2:10][SH:11])[C:4](=[O:12])[CH:3]=2)[CH:20]=[CH:21][C:22]=1[CH3:23])[CH3:15]. (5) Given the reactants [CH2:1]([O:8][C:9]1[N:24]=[C:23]([C:25]2[CH:33]=[CH:32][C:31]3[N:30]4[CH2:34][CH:35]([N:37](C(OC(C)(C)C)=O)[CH3:38])[CH2:36][C:29]4=[CH:28][C:27]=3[CH:26]=2)[C:22]([CH3:46])=[C:21]([O:47][CH2:48][C:49]2[CH:54]=[CH:53][CH:52]=[CH:51][CH:50]=2)[C:10]=1[C:11]([O:13][CH2:14][C:15]1[CH:20]=[CH:19][CH:18]=[CH:17][CH:16]=1)=[O:12])[C:2]1[CH:7]=[CH:6][CH:5]=[CH:4][CH:3]=1, predict the reaction product. The product is: [CH2:1]([O:8][C:9]1[N:24]=[C:23]([C:25]2[CH:33]=[CH:32][C:31]3[N:30]4[CH2:34][CH:35]([NH:37][CH3:38])[CH2:36][C:29]4=[CH:28][C:27]=3[CH:26]=2)[C:22]([CH3:46])=[C:21]([O:47][CH2:48][C:49]2[CH:50]=[CH:51][CH:52]=[CH:53][CH:54]=2)[C:10]=1[C:11]([O:13][CH2:14][C:15]1[CH:16]=[CH:17][CH:18]=[CH:19][CH:20]=1)=[O:12])[C:2]1[CH:7]=[CH:6][CH:5]=[CH:4][CH:3]=1.